This data is from Forward reaction prediction with 1.9M reactions from USPTO patents (1976-2016). The task is: Predict the product of the given reaction. (1) The product is: [NH2:24][C:17]1[C:16]2[C:15]3[CH:25]=[CH:26][NH:27][C:14]=3[C:13]([C:38]3[CH:43]=[CH:42][CH:41]=[CH:40][C:39]=3[CH2:44][CH2:45][C:46]([OH:48])=[O:47])=[CH:22][C:21]=2[N:20]=[C:19]([NH2:23])[N:18]=1. Given the reactants FC(F)(F)C1C=C([C:13]2[C:14]3[NH:27][CH:26]=[CH:25][C:15]=3[C:16]3[C:21]([CH:22]=2)=[N:20][C:19]([NH2:23])=[N:18][C:17]=3[NH2:24])C=C(C(F)(F)F)C=1.CC1(C)C(C)(C)OB([C:38]2[CH:43]=[CH:42][CH:41]=[CH:40][C:39]=2[CH2:44][CH2:45][C:46]([OH:48])=[O:47])O1.C(=O)([O-])[O-].[Na+].[Na+].C(O)C, predict the reaction product. (2) Given the reactants [Cl:1][C:2]1[N:7]=[C:6](Cl)[N:5]=[C:4]([NH:9][CH:10]([CH3:12])[CH3:11])[N:3]=1.[F:13][C:14]1[CH:15]=[C:16]([CH:18]=[C:19]([F:21])[CH:20]=1)[NH2:17].CC([O-])(C)C.[Na+], predict the reaction product. The product is: [Cl:1][C:2]1[N:7]=[C:6]([NH:17][C:16]2[CH:15]=[C:14]([F:13])[CH:20]=[C:19]([F:21])[CH:18]=2)[N:5]=[C:4]([NH:9][CH:10]([CH3:12])[CH3:11])[N:3]=1. (3) Given the reactants [C:1]([O:5][C:6]([NH:8][C:9]1([C:15]([OH:17])=O)[CH2:14][CH2:13][S:12][CH2:11][CH2:10]1)=[O:7])([CH3:4])([CH3:3])[CH3:2].[Br:18][C:19]1[CH:25]=[CH:24][C:22]([NH2:23])=[C:21]([F:26])[CH:20]=1.CCOC1N(C(OCC)=O)C2C(=CC=CC=2)C=C1.C(N(CC)CC)C, predict the reaction product. The product is: [C:1]([O:5][C:6](=[O:7])[NH:8][C:9]1([C:15](=[O:17])[NH:23][C:22]2[CH:24]=[CH:25][C:19]([Br:18])=[CH:20][C:21]=2[F:26])[CH2:10][CH2:11][S:12][CH2:13][CH2:14]1)([CH3:2])([CH3:3])[CH3:4]. (4) Given the reactants [F:1][C:2]1[C:7]([F:8])=[CH:6][CH:5]=[CH:4][C:3]=1[C@H:9]1[CH2:15][N:14]([CH2:16][C:17]([F:20])([F:19])[F:18])[C:13](=S)[C@H:12]([NH:22][C:23]([N:25]2[CH2:30][CH2:29][CH:28]([N:31]3[C:39]4[C:34](=[N:35][CH:36]=[CH:37][CH:38]=4)[NH:33][C:32]3=[O:40])[CH2:27][CH2:26]2)=[O:24])[CH2:11][CH2:10]1.[CH3:41][NH2:42], predict the reaction product. The product is: [F:1][C:2]1[C:7]([F:8])=[CH:6][CH:5]=[CH:4][C:3]=1[C@H:9]1[CH2:15][N:14]([CH2:16][C:17]([F:20])([F:19])[F:18])[C:13](=[N:42][CH3:41])[C@H:12]([NH:22][C:23]([N:25]2[CH2:30][CH2:29][CH:28]([N:31]3[C:39]4[C:34](=[N:35][CH:36]=[CH:37][CH:38]=4)[NH:33][C:32]3=[O:40])[CH2:27][CH2:26]2)=[O:24])[CH2:11][CH2:10]1. (5) Given the reactants C(OCC)(=O)C.[Br:7][CH2:8][CH2:9][CH2:10][CH2:11][CH2:12][CH2:13]Br.[CH3:15][N:16]([CH3:18])[CH3:17], predict the reaction product. The product is: [Br-:7].[Br:7][CH2:8][CH2:9][CH2:10][CH2:11][CH2:12][CH2:13][N+:16]([CH3:18])([CH3:17])[CH3:15]. (6) The product is: [C:27]([N:9]1[C:10]2[C:5](=[CH:4][C:3]([C:1]#[N:2])=[CH:12][CH:11]=2)[C@H:6]([NH:17][C:18]2[N:23]=[C:22]([C:24]([OH:26])=[O:25])[CH:21]=[CH:20][CH:19]=2)[C@@H:7]([CH3:16])[C@@H:8]1[CH:13]1[CH2:15][CH2:14]1)(=[O:29])[CH3:28]. Given the reactants [C:1]([C:3]1[CH:4]=[C:5]2[C:10](=[CH:11][CH:12]=1)[NH:9][C@@H:8]([CH:13]1[CH2:15][CH2:14]1)[C@H:7]([CH3:16])[C@H:6]2[NH:17][C:18]1[N:23]=[C:22]([C:24]([OH:26])=[O:25])[CH:21]=[CH:20][CH:19]=1)#[N:2].[C:27](Cl)(=[O:29])[CH3:28], predict the reaction product. (7) Given the reactants [NH2:1][C:2]1[CH:3]=[C:4]2[C:8](=[CH:9][C:10]=1[NH2:11])[NH:7][C:6](=[O:12])[C:5]2([CH3:14])[CH3:13].[H-].[Na+].Br[CH2:18][CH2:19][O:20][CH3:21].O, predict the reaction product. The product is: [NH2:1][C:2]1[CH:3]=[C:4]2[C:8](=[CH:9][C:10]=1[NH2:11])[N:7]([CH2:18][CH2:19][O:20][CH3:21])[C:6](=[O:12])[C:5]2([CH3:14])[CH3:13]. (8) Given the reactants [Cl:1][C:2]1[C:3]([CH3:21])=[C:4]([CH:10](C(OCC)=O)[C:11]([O:13]CC)=[O:12])[CH:5]=[CH:6][C:7]=1[C:8]#[N:9].[OH-].[Na+].CCOC(C)=O.Cl, predict the reaction product. The product is: [Cl:1][C:2]1[C:3]([CH3:21])=[C:4]([CH2:10][C:11]([OH:13])=[O:12])[CH:5]=[CH:6][C:7]=1[C:8]#[N:9]. (9) Given the reactants FC(F)(F)C(O)=O.[Cl:8][C:9]1[CH:10]=[C:11]([CH:33]=[CH:34][C:35]=1[O:36][CH2:37][C:38]1[CH:43]=[CH:42][CH:41]=[C:40]([F:44])[CH:39]=1)[NH:12][C:13]1[C:22]2[C:17](=[CH:18][CH:19]=[CH:20][C:21]=2[O:23]CC2C=CC(OC)=CC=2)[N:16]=[CH:15][N:14]=1, predict the reaction product. The product is: [Cl:8][C:9]1[CH:10]=[C:11]([CH:33]=[CH:34][C:35]=1[O:36][CH2:37][C:38]1[CH:43]=[CH:42][CH:41]=[C:40]([F:44])[CH:39]=1)[NH:12][C:13]1[C:22]2[C:17](=[CH:18][CH:19]=[CH:20][C:21]=2[OH:23])[N:16]=[CH:15][N:14]=1. (10) Given the reactants [C:1]([C:4]1[CH:5]=[CH:6][C:7]2[S:11][C:10]([C:12]3[C:13]([NH:26][C@@H:27]4[CH2:32][CH2:31][CH2:30][N:29](C(OC(C)(C)C)=O)[CH2:28]4)=[N:14][C:15]([N:20]4[CH2:25][CH2:24][O:23][CH2:22][CH2:21]4)=[N:16][C:17]=3[O:18]C)=[N:9][C:8]=2[CH:40]=1)(=[O:3])[NH2:2].Cl, predict the reaction product. The product is: [N:20]1([C:15]2[NH:16][C:17](=[O:18])[C:12]([C:10]3[S:11][C:7]4[CH:6]=[CH:5][C:4]([C:1]([NH2:2])=[O:3])=[CH:40][C:8]=4[N:9]=3)=[C:13]([NH:26][C@@H:27]3[CH2:32][CH2:31][CH2:30][NH:29][CH2:28]3)[N:14]=2)[CH2:21][CH2:22][O:23][CH2:24][CH2:25]1.